From a dataset of Catalyst prediction with 721,799 reactions and 888 catalyst types from USPTO. Predict which catalyst facilitates the given reaction. Reactant: [CH3:1][O:2][C:3](=[O:30])[NH:4][CH:5]([C:9]([N:11]1[CH:16]([C:17]2[NH:18][C:19]([C:22]3[CH:27]=[CH:26][C:25](Br)=[CH:24][CH:23]=3)=[CH:20][N:21]=2)[CH:15]2[CH2:29][CH:12]1[CH2:13][CH2:14]2)=[O:10])[CH:6]([CH3:8])[CH3:7].[B:31]1([B:31]2[O:35][C:34]([CH3:37])([CH3:36])[C:33]([CH3:39])([CH3:38])[O:32]2)[O:35][C:34]([CH3:37])([CH3:36])[C:33]([CH3:39])([CH3:38])[O:32]1.C([O-])(=O)C.[K+]. Product: [CH3:1][O:2][C:3](=[O:30])[NH:4][CH:5]([C:9]([N:11]1[CH:16]([C:17]2[NH:18][C:19]([C:22]3[CH:27]=[CH:26][C:25]([B:31]4[O:35][C:34]([CH3:37])([CH3:36])[C:33]([CH3:39])([CH3:38])[O:32]4)=[CH:24][CH:23]=3)=[CH:20][N:21]=2)[CH:15]2[CH2:29][CH:12]1[CH2:13][CH2:14]2)=[O:10])[CH:6]([CH3:8])[CH3:7]. The catalyst class is: 203.